Dataset: Forward reaction prediction with 1.9M reactions from USPTO patents (1976-2016). Task: Predict the product of the given reaction. (1) Given the reactants [CH2:1]([CH:3]1[CH2:7][CH2:6][CH:5]([CH2:8]O)[CH2:4]1)[CH3:2].C1(P(C2C=CC=CC=2)C2C=CC=CC=2)C=CC=CC=1.C(Br)(Br)(Br)[Br:30], predict the reaction product. The product is: [Br:30][CH2:8][CH:5]1[CH2:6][CH2:7][CH:3]([CH2:1][CH3:2])[CH2:4]1. (2) The product is: [C:1]([O:4][CH2:5][C:6]([CH3:37])([CH3:36])[CH2:7][N:8]1[C:14]2[CH:15]=[CH:16][C:17]([Cl:19])=[CH:18][C:13]=2[C@@H:12]([C:20]2[CH:25]=[CH:24][CH:23]=[C:22]([O:26][CH3:27])[C:21]=2[O:28][CH3:29])[O:11][C@H:10]([CH2:30][CH2:31][CH2:32][C:33]#[N:34])[C:9]1=[O:35])(=[O:3])[CH3:2]. Given the reactants [C:1]([O:4][CH2:5][C:6]([CH3:37])([CH3:36])[CH2:7][N:8]1[C:14]2[CH:15]=[CH:16][C:17]([Cl:19])=[CH:18][C:13]=2[C@@H:12]([C:20]2[CH:25]=[CH:24][CH:23]=[C:22]([O:26][CH3:27])[C:21]=2[O:28][CH3:29])[O:11][C@H:10]([CH2:30]/[CH:31]=[CH:32]/[C:33]#[N:34])[C:9]1=[O:35])(=[O:3])[CH3:2].[Mg].C(N(CC)CC)C.C(Cl)(=O)C, predict the reaction product. (3) Given the reactants C(O)C.[CH3:4][CH:5]1[CH2:10][CH2:9][CH2:8][CH:7]([CH3:11])[C:6]1=O.Cl.[NH2:14][OH:15], predict the reaction product. The product is: [CH3:4][C@H:5]1[CH2:10][CH2:9][CH2:8][C@@H:7]([CH3:11])[C:6]1=[N:14][OH:15].[CH3:4][C@H:5]1[CH2:10][CH2:9][CH2:8][C@H:7]([CH3:11])[C:6]1=[N:14][OH:15]. (4) Given the reactants C[O:2][C:3](=[O:31])[CH2:4][O:5][C:6]1[CH:14]=[CH:13][C:12]([S:15][CH2:16][C:17]2[CH:22]=[CH:21][C:20]([O:23][CH2:24][C:25]3[CH:30]=[CH:29][CH:28]=[CH:27][CH:26]=3)=[CH:19][CH:18]=2)=[C:11]2[C:7]=1[CH2:8][CH2:9][CH2:10]2.[K+].[Br-], predict the reaction product. The product is: [CH2:24]([O:23][C:20]1[CH:19]=[CH:18][C:17]([CH2:16][S:15][C:12]2[CH:13]=[CH:14][C:6]([O:5][CH2:4][C:3]([OH:31])=[O:2])=[C:7]3[C:11]=2[CH2:10][CH2:9][CH2:8]3)=[CH:22][CH:21]=1)[C:25]1[CH:26]=[CH:27][CH:28]=[CH:29][CH:30]=1. (5) Given the reactants Cl[C:2]1[N:11]=[CH:10][C:9]([CH2:12][C:13]2[CH:14]=[N:15][C:16]([O:19][CH3:20])=[CH:17][CH:18]=2)=[C:8]2[C:3]=1[CH:4]=[CH:5][CH:6]=[N:7]2.[Br:21][C:22]1[CH:23]=[C:24]([CH:26]=[CH:27][C:28]=1[CH2:29][CH3:30])[NH2:25].Cl.O1CCOCC1.C([O-])([O-])=O.[Na+].[Na+], predict the reaction product. The product is: [Br:21][C:22]1[CH:23]=[C:24]([CH:26]=[CH:27][C:28]=1[CH2:29][CH3:30])[NH:25][C:2]1[N:11]=[CH:10][C:9]([CH2:12][C:13]2[CH:14]=[N:15][C:16]([O:19][CH3:20])=[CH:17][CH:18]=2)=[C:8]2[C:3]=1[CH:4]=[CH:5][CH:6]=[N:7]2.[Br:21][C:22]1[CH:23]=[C:24]([CH:26]=[CH:27][C:28]=1[CH2:29][CH3:30])[NH:25][C:2]1[N:11]=[CH:10][C:9]([CH2:12][C:13]2[CH:14]=[N:15][C:16]([OH:19])=[CH:17][CH:18]=2)=[C:8]2[C:3]=1[CH:4]=[CH:5][CH:6]=[N:7]2. (6) Given the reactants [H-].[Na+].[Cl:3][C:4]1[N:9]=[CH:8][C:7]([CH2:10][C:11]([O:13][CH2:14][CH3:15])=[O:12])=[CH:6][CH:5]=1.CN(C)C=O.Br[CH2:22][CH2:23]Cl.Cl, predict the reaction product. The product is: [Cl:3][C:4]1[N:9]=[CH:8][C:7]([C:10]2([C:11]([O:13][CH2:14][CH3:15])=[O:12])[CH2:23][CH2:22]2)=[CH:6][CH:5]=1. (7) Given the reactants [F:1][C:2]1[CH:3]=[C:4](B2OC(C)(C)C(C)(C)O2)[CH:5]=[CH:6][C:7]=1[CH2:8][O:9][CH2:10][CH2:11][O:12][CH3:13].C([O-])([O-])=O.[Cs+].[Cs+].Br[C:30](=[CH2:41])[C:31]([O:33][CH2:34][C:35]1[CH:40]=[CH:39][CH:38]=[CH:37][CH:36]=1)=[O:32], predict the reaction product. The product is: [F:1][C:2]1[CH:3]=[C:4]([C:30](=[CH2:41])[C:31]([O:33][CH2:34][C:35]2[CH:40]=[CH:39][CH:38]=[CH:37][CH:36]=2)=[O:32])[CH:5]=[CH:6][C:7]=1[CH2:8][O:9][CH2:10][CH2:11][O:12][CH3:13]. (8) Given the reactants Cl[C:2]1[CH:7]=[C:6]([C:8]2[CH:13]=[C:12]([Cl:14])[CH:11]=[CH:10][C:9]=2[CH3:15])[N:5]=[C:4]([CH3:16])[N:3]=1.[NH2:17][C:18]1[CH:26]=[C:25]2[C:21]([CH:22]=[N:23][NH:24]2)=[CH:20][CH:19]=1, predict the reaction product. The product is: [Cl:14][C:12]1[CH:11]=[CH:10][C:9]([CH3:15])=[C:8]([C:6]2[N:5]=[C:4]([CH3:16])[N:3]=[C:2]([NH:17][C:18]3[CH:26]=[C:25]4[C:21]([CH:22]=[N:23][NH:24]4)=[CH:20][CH:19]=3)[CH:7]=2)[CH:13]=1.